From a dataset of Full USPTO retrosynthesis dataset with 1.9M reactions from patents (1976-2016). Predict the reactants needed to synthesize the given product. (1) Given the product [CH3:40][O:39][C:35]1[N:34]=[CH:33][N:32]=[C:31]2[C:36]=1[N:37]=[CH:38][N:30]2[C@H:28]([C@H:27]([OH:26])[CH2:41][CH2:42][CH2:43][CH2:44][CH2:45][CH3:46])[CH3:29], predict the reactants needed to synthesize it. The reactants are: [F-].C([N+](CCCC)(CCCC)CCCC)CCC.[Si]([O:26][C@H:27]([CH2:41][CH2:42][CH2:43][CH2:44][CH2:45][CH3:46])[C@@H:28]([N:30]1[CH:38]=[N:37][C:36]2[C:31]1=[N:32][CH:33]=[N:34][C:35]=2[O:39][CH3:40])[CH3:29])(C(C)(C)C)(C)C.ClCCl.CO. (2) Given the product [F:18][C:15]1[CH:16]=[CH:17][C:12]([CH2:11][N:8]2[C:9](=[O:10])[C:4]3[C:3]([OH:27])=[C:2]([S:34][C:28]4[CH:33]=[CH:32][CH:31]=[CH:30][CH:29]=4)[C:25](=[O:26])[O:24][C:5]=3[C:6]3[C:21]([CH3:22])=[N:20][N:19]([CH3:23])[C:7]2=3)=[CH:13][CH:14]=1, predict the reactants needed to synthesize it. The reactants are: Br[C:2]1[C:25](=[O:26])[O:24][C:5]2[C:6]3[C:21]([CH3:22])=[N:20][N:19]([CH3:23])[C:7]=3[N:8]([CH2:11][C:12]3[CH:17]=[CH:16][C:15]([F:18])=[CH:14][CH:13]=3)[C:9](=[O:10])[C:4]=2[C:3]=1[OH:27].[C:28]1([SH:34])[CH:33]=[CH:32][CH:31]=[CH:30][CH:29]=1.C(=O)([O-])[O-].[K+].[K+]. (3) Given the product [Cl:1][C:2]1[CH:7]=[CH:6][C:5]([C:8]2[C:9]([C:21]([O:23][CH3:24])=[O:22])=[CH:10][C:11]([C:25]#[N:26])=[CH:12][CH:13]=2)=[CH:4][CH:3]=1, predict the reactants needed to synthesize it. The reactants are: [Cl:1][C:2]1[CH:7]=[CH:6][C:5]([C:8]2[C:9]([C:21]([O:23][CH3:24])=[O:22])=[CH:10][C:11](S(C(F)(F)F)(=O)=O)=[CH:12][CH:13]=2)=[CH:4][CH:3]=1.[CH3:25][N:26](C=O)C. (4) The reactants are: [Cl:1][C:2]1[N:11]=[CH:10][C:9]2[NH:8][C:7](=[O:12])[CH:6]3[CH2:13][O:14][CH2:15][CH2:16][N:5]3[C:4]=2[N:3]=1.C[Si]([N-][Si](C)(C)C)(C)C.[Li+].[CH3:27][S:28]([C:31]1[CH:38]=[CH:37][C:34]([CH2:35]Br)=[CH:33][CH:32]=1)(=[O:30])=[O:29]. Given the product [Cl:1][C:2]1[N:11]=[CH:10][C:9]2[N:8]([CH2:35][C:34]3[CH:33]=[CH:32][C:31]([S:28]([CH3:27])(=[O:30])=[O:29])=[CH:38][CH:37]=3)[C:7](=[O:12])[CH:6]3[CH2:13][O:14][CH2:15][CH2:16][N:5]3[C:4]=2[N:3]=1, predict the reactants needed to synthesize it. (5) The reactants are: [CH2:1]=[C:2]1[CH2:7][CH2:6][CH2:5][CH2:4][CH2:3]1.B1C2CCCC1CCC2.[OH-].[Na+].[C:19]([O:23][C:24]([N:26]1[CH2:31][CH2:30][N:29]([C:32]2[O:33][C:34]3[C:40](Br)=[CH:39][C:38]([Cl:42])=[CH:37][C:35]=3[N:36]=2)[C@@H:28]([CH3:43])[CH2:27]1)=[O:25])([CH3:22])([CH3:21])[CH3:20].C(=O)([O-])[O-].[K+].[K+]. Given the product [C:19]([O:23][C:24]([N:26]1[CH2:31][CH2:30][N:29]([C:32]2[O:33][C:34]3[C:40]([CH2:1][CH:2]4[CH2:7][CH2:6][CH2:5][CH2:4][CH2:3]4)=[CH:39][C:38]([Cl:42])=[CH:37][C:35]=3[N:36]=2)[C@@H:28]([CH3:43])[CH2:27]1)=[O:25])([CH3:22])([CH3:21])[CH3:20], predict the reactants needed to synthesize it. (6) Given the product [Cl:1][C:2]1[CH:3]=[CH:4][C:5]([C:8]2[C:9]([C:21]([O:23][C:24]([CH3:25])([CH3:26])[CH3:27])=[O:22])=[C:10]([CH3:20])[N:11]=[C:12]([CH2:16][CH:17]([CH3:18])[CH3:19])[C:13]=2[C:14]#[N:15])=[CH:6][CH:7]=1, predict the reactants needed to synthesize it. The reactants are: [Cl:1][C:2]1[CH:7]=[CH:6][C:5]([CH:8]2[C:13]([C:14]#[N:15])=[C:12]([CH2:16][CH:17]([CH3:19])[CH3:18])[NH:11][C:10]([CH3:20])=[C:9]2[C:21]([O:23][C:24]([CH3:27])([CH3:26])[CH3:25])=[O:22])=[CH:4][CH:3]=1.[N+]([O-])([O-])=O.[Ce+3].[NH4+].[NH4+].[N+]([O-])([O-])=O.[N+]([O-])([O-])=O.[N+]([O-])([O-])=O.[N+]([O-])([O-])=O. (7) Given the product [CH3:28][O:27][C:23]1[N:22]=[C:21]([N:18]2[CH2:19][CH2:20][NH:15][CH2:16][C:17]2=[O:29])[CH:26]=[CH:25][CH:24]=1, predict the reactants needed to synthesize it. The reactants are: FC(F)(F)C(O)=O.C(OC([N:15]1[CH2:20][CH2:19][N:18]([C:21]2[CH:26]=[CH:25][CH:24]=[C:23]([O:27][CH3:28])[N:22]=2)[C:17](=[O:29])[CH2:16]1)=O)(C)(C)C.